The task is: Predict the reactants needed to synthesize the given product.. This data is from Full USPTO retrosynthesis dataset with 1.9M reactions from patents (1976-2016). (1) Given the product [CH3:14][O:15][C:16]1[CH:21]=[C:20]([N+:22]([O-:24])=[O:23])[CH:19]=[CH:18][C:17]=1[N:25]=[C:26]1[N:10]([CH2:9][CH:2]2[CH2:8][CH2:7][CH2:6][CH2:5][CH2:4][CH2:3]2)[CH2:11][CH2:12][S:27]1, predict the reactants needed to synthesize it. The reactants are: [Cl-].[CH:2]1([CH2:9][NH2+:10][CH2:11][CH2:12]Cl)[CH2:8][CH2:7][CH2:6][CH2:5][CH2:4][CH2:3]1.[CH3:14][O:15][C:16]1[CH:21]=[C:20]([N+:22]([O-:24])=[O:23])[CH:19]=[CH:18][C:17]=1[N:25]=[C:26]=[S:27]. (2) Given the product [CH:27]12[CH2:36][CH:31]3[CH2:32][CH:33]([CH2:35][CH:29]([CH2:30]3)[CH:28]1[C:9]1[CH:10]=[C:5]([C:1]([CH3:4])([CH3:2])[CH3:3])[CH:6]=[CH:7][C:8]=1[OH:11])[CH2:34]2, predict the reactants needed to synthesize it. The reactants are: [C:1]([C:5]1[CH:10]=[CH:9][C:8]([OH:11])=[CH:7][CH:6]=1)([CH3:4])([CH3:3])[CH3:2].C1(C)C(C)=CC=CC=1.CN(C=O)C.[Na].Cl[C:27]12[CH2:36][CH:31]3[CH2:32][CH:33]([CH2:35][CH:29]([CH2:30]3)[CH2:28]1)[CH2:34]2.